Predict the reaction yield, written as a fraction of the theoretical maximum amount of product (1.0 means a 100% yield; for example, 0.34 means a 34% yield). From a dataset of Reaction yield outcomes from USPTO patents with 853,638 reactions. (1) The reactants are [C:1]([CH:5]([CH2:11][C:12]1[CH:17]=[CH:16][C:15]([O:18][CH3:19])=[CH:14][C:13]=1[CH2:20][NH2:21])[CH2:6][C:7]([O:9][CH3:10])=[O:8])(OC)=[O:2].C(N(CC)CC)C. The catalyst is C1(C)C=CC=CC=1. The product is [CH3:19][O:18][C:15]1[CH:16]=[CH:17][C:12]2[CH2:11][CH:5]([CH2:6][C:7]([O:9][CH3:10])=[O:8])[C:1](=[O:2])[NH:21][CH2:20][C:13]=2[CH:14]=1. The yield is 0.760. (2) The reactants are [CH3:1][O:2][C:3]1[CH:8]=[CH:7][CH:6]=[CH:5][C:4]=1[N:9]1[C:13]2=[N:14][C:15]3[N:16]([CH3:23])[C:17](=[O:22])[NH:18][C:19](=[O:21])[C:20]=3[N:12]2[CH:11]=[C:10]1[C:24]1[CH:29]=[CH:28][CH:27]=[CH:26][CH:25]=1.O.[CH3:31][CH2:32][O:33]C(C)=O. The catalyst is OS(O)(=O)=O.C(OC(=O)C)(=O)C. The product is [C:32]([C:11]1[N:12]2[C:13](=[N:14][C:15]3[N:16]([CH3:23])[C:17](=[O:22])[NH:18][C:19](=[O:21])[C:20]=32)[N:9]([C:4]2[CH:5]=[CH:6][CH:7]=[CH:8][C:3]=2[O:2][CH3:1])[C:10]=1[C:24]1[CH:29]=[CH:28][CH:27]=[CH:26][CH:25]=1)(=[O:33])[CH3:31]. The yield is 0.390. (3) The reactants are [CH:1]1([C@H:6]([N:12]2[CH:16]=[C:15]([C:17]3[C:18]4[CH:25]=[CH:24][N:23]([CH2:26][O:27][CH2:28][CH2:29][Si:30]([CH3:33])([CH3:32])[CH3:31])[C:19]=4[N:20]=[CH:21][N:22]=3)[CH:14]=[N:13]2)[CH2:7][C:8]([O:10]C)=[O:9])[CH2:5][CH2:4][CH2:3][CH2:2]1.O.[OH-].[Li+].Cl. The catalyst is C1COCC1.O. The product is [CH:1]1([C@H:6]([N:12]2[CH:16]=[C:15]([C:17]3[C:18]4[CH:25]=[CH:24][N:23]([CH2:26][O:27][CH2:28][CH2:29][Si:30]([CH3:31])([CH3:33])[CH3:32])[C:19]=4[N:20]=[CH:21][N:22]=3)[CH:14]=[N:13]2)[CH2:7][C:8]([OH:10])=[O:9])[CH2:5][CH2:4][CH2:3][CH2:2]1. The yield is 1.00. (4) The reactants are C(N(CC)CC)C.[OH:8][C:9]1[CH:14]=[CH:13][C:12]([CH3:15])=[CH:11][C:10]=1[C:16]([C:18]1[CH:23]=[CH:22][CH:21]=[CH:20][CH:19]=1)=[O:17].[F:24][C:25]([F:38])([F:37])[S:26](O[S:26]([C:25]([F:38])([F:37])[F:24])(=[O:28])=[O:27])(=[O:28])=[O:27]. The catalyst is ClCCl. The product is [C:16]([C:10]1[CH:11]=[C:12]([CH3:15])[CH:13]=[CH:14][C:9]=1[O:8][S:26]([C:25]([F:38])([F:37])[F:24])(=[O:28])=[O:27])(=[O:17])[C:18]1[CH:19]=[CH:20][CH:21]=[CH:22][CH:23]=1. The yield is 1.00. (5) The reactants are [CH3:1][C@@H:2]1[N:13]([CH3:14])[C:12](=[O:15])[C@H:11]([CH2:16][C:17]([O:19]C(C)(C)C)=O)[CH2:10][CH2:9][CH2:8][CH2:7][CH2:6][C:5](=[O:24])[O:4][C@@H:3]1[C:25]1[CH:30]=[CH:29][CH:28]=[CH:27][CH:26]=1.FC(F)(F)C(O)=O.C[C@@H]1N(C)C(=O)[C@H](CC(O)=O)CCCCCC(=O)O[C@@H]1C1C=CC=CC=1.[Cl:64][C:65]1[CH:70]=[CH:69][C:68]([CH2:71][NH2:72])=[CH:67][CH:66]=1. The catalyst is C(Cl)Cl.CO.C(Cl)Cl. The product is [Cl:64][C:65]1[CH:70]=[CH:69][C:68]([CH2:71][NH:72][C:17](=[O:19])[CH2:16][C@@H:11]2[CH2:10][CH2:9][CH2:8][CH2:7][CH2:6][C:5](=[O:24])[O:4][C@H:3]([C:25]3[CH:26]=[CH:27][CH:28]=[CH:29][CH:30]=3)[C@H:2]([CH3:1])[N:13]([CH3:14])[C:12]2=[O:15])=[CH:67][CH:66]=1. The yield is 0.690.